This data is from Peptide-MHC class II binding affinity with 134,281 pairs from IEDB. The task is: Regression. Given a peptide amino acid sequence and an MHC pseudo amino acid sequence, predict their binding affinity value. This is MHC class II binding data. (1) The peptide sequence is KASPVLAFPAGVCPT. The MHC is HLA-DQA10101-DQB10501 with pseudo-sequence HLA-DQA10101-DQB10501. The binding affinity (normalized) is 0.192. (2) The peptide sequence is KNPTDTGHGTVVMQV. The MHC is HLA-DQA10501-DQB10303 with pseudo-sequence HLA-DQA10501-DQB10303. The binding affinity (normalized) is 0.400. (3) The peptide sequence is IIFSKNLNIKLNMPL. The MHC is DRB1_1501 with pseudo-sequence DRB1_1501. The binding affinity (normalized) is 0.616.